From a dataset of Full USPTO retrosynthesis dataset with 1.9M reactions from patents (1976-2016). Predict the reactants needed to synthesize the given product. (1) Given the product [Cl:26][C:17]1[C:18]2[C:23](=[CH:22][CH:21]=[CH:20][CH:19]=2)[CH:24]=[CH:25][C:16]=1/[CH:31]=[CH:30]/[C:29]#[N:32], predict the reactants needed to synthesize it. The reactants are: P(C1C=CC=CC=1)(C)C.FC(F)(F)S(O[C:16]1[CH:25]=[CH:24][C:23]2[C:18](=[CH:19][CH:20]=[CH:21][CH:22]=2)[C:17]=1[Cl:26])(=O)=O.[C:29](#[N:32])[CH:30]=[CH2:31].C(N(CC)CC)C. (2) Given the product [CH3:14][O:8][C:7]([CH:4]1[CH2:3][CH2:2][CH:1]([C:10]([OH:12])=[O:11])[CH2:6][CH2:5]1)=[O:9], predict the reactants needed to synthesize it. The reactants are: [CH:1]1([C:10]([OH:12])=[O:11])[CH2:6][CH2:5][CH:4]([C:7]([OH:9])=[O:8])[CH2:3][CH2:2]1.O1CCC[CH2:14]1.CO.C[Si](C=[N+]=[N-])(C)C. (3) Given the product [C:9]([O:8][C:6]([N:13]1[C@@H:14]([CH3:15])[CH2:16][O:17][S:18]1(=[O:19])=[O:25])=[O:7])([CH3:11])([CH3:10])[CH3:12], predict the reactants needed to synthesize it. The reactants are: C([Li])CCC.[C:6]([NH:13][C@H:14]([CH2:16][OH:17])[CH3:15])([O:8][C:9]([CH3:12])([CH3:11])[CH3:10])=[O:7].[S:18](Cl)(Cl)=[O:19].C(O)(=O)CC(CC(O)=O)(C(O)=O)[OH:25]. (4) Given the product [F:15][C:12]1[CH:11]=[C:10]([N+:16]([O-:18])=[O:17])[CH:9]=[C:8]([F:7])[C:13]=1[N:19]1[CH:23]=[CH:22][N:21]=[CH:20]1, predict the reactants needed to synthesize it. The reactants are: C(=O)([O-])[O-].[K+].[K+].[F:7][C:8]1[CH:9]=[C:10]([N+:16]([O-:18])=[O:17])[CH:11]=[C:12]([F:15])[C:13]=1F.[NH:19]1[CH:23]=[CH:22][N:21]=[CH:20]1.